Dataset: Experimentally validated miRNA-target interactions with 360,000+ pairs, plus equal number of negative samples. Task: Binary Classification. Given a miRNA mature sequence and a target amino acid sequence, predict their likelihood of interaction. The miRNA is mmu-let-7b-5p with sequence UGAGGUAGUAGGUUGUGUGGUU. The protein sequence of the target gene is MALVTLQRSPTPSAASSSASNSELEAGSDEERKLNLSLSESFFMVKGAALFLQQGNSPQGQRSLQHPHKHAGDLPQHLQVMINLLRCEDRIKLAVRLESVWTDRVRYMVVVYTSGRQDTEENILLGVDFSSKESKSCTIGMVLRLWSDTKIHLDGDGGFSVSTAGRMHIFKPVSVQAMWSALQVLHKACEVARRHNYFPGGVALIWATYYESCISSEQSCINEWNAMQDLESTRPDSPALFVDKPTEGERTERLIKAKLRSIMMSQDLENVTSKEIRNELEKQMNCNLKEFKEFIDNEML.... Result: 1 (interaction).